From a dataset of Reaction yield outcomes from USPTO patents with 853,638 reactions. Predict the reaction yield, written as a fraction of the theoretical maximum amount of product (1.0 means a 100% yield; for example, 0.34 means a 34% yield). (1) The reactants are Cl.[CH3:2][O:3][C:4]([CH:6]1[C:10](=[N:11]O)[CH2:9][S:8][CH2:7]1)=[O:5]. The catalyst is CCOCC.CO. The product is [CH3:2][O:3][C:4]([C:6]1[C:10]([NH2:11])=[CH:9][S:8][CH:7]=1)=[O:5]. The yield is 0.910. (2) The reactants are Cl.[NH2:2][C@@H:3]([CH2:24][CH:25]1[CH2:30][CH2:29][CH2:28][CH2:27][CH2:26]1)[C:4]([NH:6][C@H:7]1[CH2:13][CH2:12][CH2:11][N:10]([S:14]([C:17]2[CH:22]=[CH:21][CH:20]=[CH:19][N:18]=2)(=[O:16])=[O:15])[CH2:9][C@@H:8]1[OH:23])=[O:5].[CH3:31][C:32]1[N:33]=[CH:34][C:35]([C:38](O)=[O:39])=[N:36][CH:37]=1.CC(OI1(OC(C)=O)(OC(C)=O)OC(=O)C2C=CC=CC1=2)=O. No catalyst specified. The product is [CH:25]1([CH2:24][C@H:3]([NH:2][C:38]([C:35]2[CH:34]=[N:33][C:32]([CH3:31])=[CH:37][N:36]=2)=[O:39])[C:4](=[O:5])[NH:6][C@H:7]2[CH2:13][CH2:12][CH2:11][N:10]([S:14]([C:17]3[CH:22]=[CH:21][CH:20]=[CH:19][N:18]=3)(=[O:15])=[O:16])[CH2:9][C:8]2=[O:23])[CH2:30][CH2:29][CH2:28][CH2:27][CH2:26]1. The yield is 0.350. (3) The catalyst is CO.[Pd]. The reactants are [CH3:1][N:2]([CH3:19])[CH2:3][CH2:4][O:5][C:6]1[C:11]([C:12]([F:15])([F:14])[F:13])=[CH:10][C:9]([N+:16]([O-])=O)=[CH:8][N:7]=1.C(Cl)Cl.CO. The yield is 0.811. The product is [CH3:1][N:2]([CH3:19])[CH2:3][CH2:4][O:5][C:6]1[N:7]=[CH:8][C:9]([NH2:16])=[CH:10][C:11]=1[C:12]([F:15])([F:13])[F:14]. (4) The reactants are [CH3:1][C:2]1[CH:10]=[C:9]([C:11]([NH:13][C@@H:14]([C:16]2[C:25]3[C:20](=[CH:21][CH:22]=[CH:23][CH:24]=3)[CH:19]=[CH:18][CH:17]=2)[CH3:15])=[O:12])[CH:8]=[C:7]([CH3:26])[C:3]=1[C:4](O)=[O:5].F[P-](F)(F)(F)(F)F.N1(O[P+](N(C)C)(N(C)C)N(C)C)C2C=CC=CC=2N=N1.Cl.[CH3:55][O:56][C:57](=[O:69])[C@H:58]([CH2:60][NH:61][C:62]([C:64]1[S:65][CH:66]=[CH:67][CH:68]=1)=[O:63])[NH2:59].C(N(C(C)C)CC)(C)C. The catalyst is ClCCl.C(OCC)(=O)C. The product is [CH3:55][O:56][C:57](=[O:69])[C@H:58]([CH2:60][NH:61][C:62]([C:64]1[S:65][CH:66]=[CH:67][CH:68]=1)=[O:63])[NH:59][C:4](=[O:5])[C:3]1[C:2]([CH3:1])=[CH:10][C:9]([C:11]([NH:13][C@@H:14]([C:16]2[C:25]3[C:20](=[CH:21][CH:22]=[CH:23][CH:24]=3)[CH:19]=[CH:18][CH:17]=2)[CH3:15])=[O:12])=[CH:8][C:7]=1[CH3:26]. The yield is 0.540. (5) The reactants are [CH:1]1[C:10]2[C:5](=[CH:6][CH:7]=[CH:8][CH:9]=2)[CH:4]=[C:3]([C:11]([OH:13])=O)[N:2]=1.C(N1C=CN=C1)(N1C=CN=C1)=O.Cl.[CH3:27][C@H:28]1[CH2:33][CH2:32][C@H:31]([NH2:34])[CH2:30][CH2:29]1.C(N(CC)C(C)C)(C)C. The catalyst is CN(C)C=O.C(OCC)(=O)C. The product is [CH3:27][C@H:28]1[CH2:33][CH2:32][C@H:31]([NH:34][C:11]([C:3]2[N:2]=[CH:1][C:10]3[C:5]([CH:4]=2)=[CH:6][CH:7]=[CH:8][CH:9]=3)=[O:13])[CH2:30][CH2:29]1. The yield is 0.700. (6) The reactants are C([Mg]Cl)(C)C.[Li]CCCC.Br[C:12]1[C:13]([CH3:19])=[N:14][C:15]([CH3:18])=[CH:16][CH:17]=1.[C:20]([O:24][CH2:25][CH3:26])(=[O:23])[CH:21]=[O:22].C([O-])(O)=O.[Na+]. The catalyst is C1COCC1.CCOC(C)=O. The product is [CH3:19][C:13]1[C:12]([CH:21]([OH:22])[C:20]([O:24][CH2:25][CH3:26])=[O:23])=[CH:17][CH:16]=[C:15]([CH3:18])[N:14]=1. The yield is 0.350.